This data is from Forward reaction prediction with 1.9M reactions from USPTO patents (1976-2016). The task is: Predict the product of the given reaction. (1) Given the reactants Cl[C:2]1[N:7]=[C:6]([NH:8][C:9]2[CH:20]=[CH:19][CH:18]=[CH:17][C:10]=2[C:11]([NH:13][CH:14]([CH3:16])[CH3:15])=[O:12])[C:5]([Cl:21])=[CH:4][N:3]=1.[CH3:22][N:23]1[CH2:28][CH2:27][N:26]([C:29]2[CH:30]=[C:31]([CH:33]=[CH:34][CH:35]=2)[NH2:32])[CH2:25][CH2:24]1.Cl, predict the reaction product. The product is: [Cl:21][C:5]1[C:6]([NH:8][C:9]2[CH:20]=[CH:19][CH:18]=[CH:17][C:10]=2[C:11]([NH:13][CH:14]([CH3:16])[CH3:15])=[O:12])=[N:7][C:2]([NH:32][C:31]2[CH:33]=[CH:34][CH:35]=[C:29]([N:26]3[CH2:25][CH2:24][N:23]([CH3:22])[CH2:28][CH2:27]3)[CH:30]=2)=[N:3][CH:4]=1. (2) Given the reactants [F-].[K+].[Cl:3]N1C(=O)CCC1=O.[Cl:11][C:12]1[C:17](/[C:18](/[Br:25])=[C:19](\[Br:24])/[Si](C)(C)C)=[C:16]([N:26]2[CH2:30][CH2:29][CH2:28][CH:27]2[CH3:31])[N:15]=[C:14]([C:32]#[N:33])[N:13]=1, predict the reaction product. The product is: [Cl:11][C:12]1[C:17](/[C:18](/[Br:25])=[C:19](/[Cl:3])\[Br:24])=[C:16]([N:26]2[CH2:30][CH2:29][CH2:28][CH:27]2[CH3:31])[N:15]=[C:14]([C:32]#[N:33])[N:13]=1. (3) Given the reactants [Cl:1][C:2]1[CH:3]=[C:4]([C:8]2[N:9]=[C:10]([CH2:20][CH3:21])[S:11][C:12]=2[C:13]2[CH:18]=[CH:17][N:16]=[C:15](F)[CH:14]=2)[CH:5]=[CH:6][CH:7]=1.[C:22]1([C@@H:28]([NH2:30])[CH3:29])[CH:27]=[CH:26][CH:25]=[CH:24][CH:23]=1.C(=O)([O-])O.[Na+], predict the reaction product. The product is: [ClH:1].[Cl:1][C:2]1[CH:3]=[C:4]([C:8]2[N:9]=[C:10]([CH2:20][CH3:21])[S:11][C:12]=2[C:13]2[CH:18]=[CH:17][N:16]=[C:15]([NH:30][C@H:28]([C:22]3[CH:27]=[CH:26][CH:25]=[CH:24][CH:23]=3)[CH3:29])[CH:14]=2)[CH:5]=[CH:6][CH:7]=1. (4) Given the reactants [NH2:1][CH:2]1[C:11]2[CH:10]=[C:9]3[O:12][CH2:13][O:14][C:8]3=[CH:7][C:6]=2[N:5]([C:15](=[O:17])[CH3:16])[CH:4]([CH3:18])[CH2:3]1.[Cl:19][C:20]1[CH:25]=[CH:24][C:23](B(O)O)=[CH:22][CH:21]=1.C(N(CC)CC)C.[Cl-].[NH4+], predict the reaction product. The product is: [Cl:19][C:20]1[CH:25]=[CH:24][C:23]([NH:1][C@H:2]2[C:11]3[CH:10]=[C:9]4[O:12][CH2:13][O:14][C:8]4=[CH:7][C:6]=3[N:5]([C:15](=[O:17])[CH3:16])[C@@H:4]([CH3:18])[CH2:3]2)=[CH:22][CH:21]=1. (5) Given the reactants [OH:1][CH:2]1[CH2:7][CH2:6][CH2:5][NH:4][CH2:3]1.C(N(CC)CC)C.[CH2:15]([O:22][C:23](Cl)=[O:24])[C:16]1[CH:21]=[CH:20][CH:19]=[CH:18][CH:17]=1.C(O)(=O)CC(CC(O)=O)(C(O)=O)O, predict the reaction product. The product is: [OH:1][CH:2]1[CH2:7][CH2:6][CH2:5][N:4]([C:23]([O:22][CH2:15][C:16]2[CH:21]=[CH:20][CH:19]=[CH:18][CH:17]=2)=[O:24])[CH2:3]1. (6) Given the reactants [Br:1][C:2]1[CH:7]=[CH:6][C:5](/[N:8]=[CH:9]/[N:10](C)C)=[C:4]([C:13]#[N:14])[CH:3]=1.[NH4+].[OH-], predict the reaction product. The product is: [Br:1][C:2]1[CH:3]=[C:4]2[C:5](=[CH:6][CH:7]=1)[N:8]=[CH:9][N:10]=[C:13]2[NH2:14]. (7) Given the reactants Br[C:2]1[CH:7]=[CH:6][C:5]([C:8]2[N:9]=[C:10]([C:22]3[CH:27]=[CH:26][CH:25]=[CH:24][N:23]=3)[N:11]([CH3:21])[C:12]=2[S:13][C:14]2[CH:19]=[CH:18][C:17]([Cl:20])=[CH:16][CH:15]=2)=[CH:4][CH:3]=1.C1(C)C=CC=CC=1.[CH3:35][CH2:36][O:37]C(C)=O, predict the reaction product. The product is: [Cl:20][C:17]1[CH:18]=[CH:19][C:14]([S:13][C:12]2[N:11]([CH3:21])[C:10]([C:22]3[CH:27]=[CH:26][CH:25]=[CH:24][N:23]=3)=[N:9][C:8]=2[C:5]2[CH:6]=[CH:7][C:2]([C:36](=[O:37])[CH3:35])=[CH:3][CH:4]=2)=[CH:15][CH:16]=1. (8) Given the reactants [N:1]([C:4]1[CH:9]=[CH:8][C:7]([O:10][CH3:11])=[CH:6][CH:5]=1)=[N+:2]=[N-:3].[F:12][C:13]1[CH:18]=[C:17]([F:19])[CH:16]=[CH:15][C:14]=1[CH2:20][C:21]#[N:22].C[O-].[Na+], predict the reaction product. The product is: [F:12][C:13]1[CH:18]=[C:17]([F:19])[CH:16]=[CH:15][C:14]=1[C:20]1[N:3]=[N:2][N:1]([C:4]2[CH:5]=[CH:6][C:7]([O:10][CH3:11])=[CH:8][CH:9]=2)[C:21]=1[NH2:22].